Dataset: Full USPTO retrosynthesis dataset with 1.9M reactions from patents (1976-2016). Task: Predict the reactants needed to synthesize the given product. (1) Given the product [Cl:13][C:14]1[C:23]2[C:18](=[CH:19][C:20]([O:25][CH3:26])=[C:21]([O:24][C@@H:28]3[CH2:33][CH2:32][N:31]([C:34]([O:36][C:37]([CH3:38])([CH3:39])[CH3:40])=[O:35])[C@H:30]([C:41]([O:43][CH3:44])=[O:42])[CH2:29]3)[CH:22]=2)[N:17]=[CH:16][N:15]=1, predict the reactants needed to synthesize it. The reactants are: CCOC(/N=N/C(OCC)=O)=O.[Cl:13][C:14]1[C:23]2[C:18](=[CH:19][C:20]([O:25][CH3:26])=[C:21]([OH:24])[CH:22]=2)[N:17]=[CH:16][N:15]=1.O[C@H:28]1[CH2:33][CH2:32][N:31]([C:34]([O:36][C:37]([CH3:40])([CH3:39])[CH3:38])=[O:35])[C@H:30]([C:41]([O:43][CH3:44])=[O:42])[CH2:29]1.C1(P(C2C=CC=CC=2)C2C=CC=CC=2)C=CC=CC=1. (2) Given the product [C:26]([C:25]1[CH:28]=[C:21]([C:19]2[CH:18]=[CH:17][N:16]=[C:15]([NH:14][C:11]3[CH:12]=[CH:13][C:8]([O:7][CH2:6][CH2:5][O:4][CH2:3][CH2:2][NH:1][S:51]([N:45]4[CH2:50][CH2:49][O:48][CH2:47][CH2:46]4)(=[O:53])=[O:52])=[C:9]([O:36][CH3:37])[CH:10]=3)[N:20]=2)[CH:22]=[CH:23][C:24]=1[O:29][CH:30]1[CH2:31][CH2:32][O:33][CH2:34][CH2:35]1)#[N:27], predict the reactants needed to synthesize it. The reactants are: [NH2:1][CH2:2][CH2:3][O:4][CH2:5][CH2:6][O:7][C:8]1[CH:13]=[CH:12][C:11]([NH:14][C:15]2[N:20]=[C:19]([C:21]3[CH:22]=[CH:23][C:24]([O:29][CH:30]4[CH2:35][CH2:34][O:33][CH2:32][CH2:31]4)=[C:25]([CH:28]=3)[C:26]#[N:27])[CH:18]=[CH:17][N:16]=2)=[CH:10][C:9]=1[O:36][CH3:37].CCN(CC)CC.[N:45]1([S:51](Cl)(=[O:53])=[O:52])[CH2:50][CH2:49][O:48][CH2:47][CH2:46]1. (3) The reactants are: [O:1]=[S:2]1(=[O:42])[CH2:7][CH2:6][CH:5]([CH2:8][O:9][C:10]2[CH:15]=[C:14]([CH3:16])[C:13]([C:17]3[CH:22]=[CH:21][CH:20]=[C:19]([CH2:23][O:24][C:25]4[CH:30]=[CH:29][C:28]([C:31]5([CH2:35][C:36]([O:38]CC)=[O:37])[CH2:34][O:33][CH2:32]5)=[CH:27][CH:26]=4)[CH:18]=3)=[C:12]([CH3:41])[CH:11]=2)[CH2:4][CH2:3]1. Given the product [O:42]=[S:2]1(=[O:1])[CH2:7][CH2:6][CH:5]([CH2:8][O:9][C:10]2[CH:15]=[C:14]([CH3:16])[C:13]([C:17]3[CH:22]=[CH:21][CH:20]=[C:19]([CH2:23][O:24][C:25]4[CH:26]=[CH:27][C:28]([C:31]5([CH2:35][C:36]([OH:38])=[O:37])[CH2:34][O:33][CH2:32]5)=[CH:29][CH:30]=4)[CH:18]=3)=[C:12]([CH3:41])[CH:11]=2)[CH2:4][CH2:3]1, predict the reactants needed to synthesize it.